The task is: Predict the reactants needed to synthesize the given product.. This data is from Full USPTO retrosynthesis dataset with 1.9M reactions from patents (1976-2016). (1) Given the product [Br:1][C:2]1[CH:10]=[C:9]([F:11])[C:8]([CH2:12][Br:13])=[CH:7][C:3]=1[CH2:4][OH:5], predict the reactants needed to synthesize it. The reactants are: [Br:1][C:2]1[CH:10]=[C:9]([F:11])[C:8]([CH2:12][Br:13])=[CH:7][C:3]=1[C:4](O)=[O:5].CO. (2) Given the product [C:1]([O:5][C:6](=[O:31])[CH2:7][N:8]1[C:12]2[CH:13]=[CH:14][C:15]([N:17]([CH2:42][C:41]([O:40][CH2:38][CH3:39])=[O:44])[S:18]([C:21]3[CH:22]=[CH:23][C:24]([F:27])=[CH:25][CH:26]=3)(=[O:19])=[O:20])=[CH:16][C:11]=2[N:10]=[C:9]1[CH2:28][CH2:29][CH3:30])([CH3:4])([CH3:3])[CH3:2], predict the reactants needed to synthesize it. The reactants are: [C:1]([O:5][C:6](=[O:31])[CH2:7][N:8]1[C:12]2[CH:13]=[CH:14][C:15]([NH:17][S:18]([C:21]3[CH:26]=[CH:25][C:24]([F:27])=[CH:23][CH:22]=3)(=[O:20])=[O:19])=[CH:16][C:11]=2[N:10]=[C:9]1[CH2:28][CH2:29][CH3:30])([CH3:4])([CH3:3])[CH3:2].C([O-])([O-])=O.[K+].[K+].[CH2:38]([O:40][C:41](=[O:44])[CH2:42]Br)[CH3:39]. (3) Given the product [Cl:1][C:2]1[CH:3]=[CH:4][C:5]([OH:25])=[C:6]([CH2:8][N:9]2[CH:13]=[CH:12][C:11]([C:14]([NH:16][C:17]3[C:18]([F:24])=[CH:19][CH:20]=[CH:21][C:22]=3[F:23])=[O:15])=[N:10]2)[CH:7]=1, predict the reactants needed to synthesize it. The reactants are: [Cl:1][C:2]1[CH:3]=[CH:4][C:5]([O:25]CC2C=CC=CC=2)=[C:6]([CH2:8][N:9]2[CH:13]=[CH:12][C:11]([C:14]([NH:16][C:17]3[C:22]([F:23])=[CH:21][CH:20]=[CH:19][C:18]=3[F:24])=[O:15])=[N:10]2)[CH:7]=1. (4) Given the product [OH2:15].[C:1]([NH:16][CH2:17][C:18]([NH:20][CH2:21][C:22]([OH:24])=[O:23])=[O:19])(=[O:15])[CH2:2][CH2:3][CH2:4][CH2:5][CH2:6][CH2:7][CH2:8][CH2:9][CH2:10][CH2:11][CH2:12][CH2:13][CH3:14], predict the reactants needed to synthesize it. The reactants are: [C:1]([NH:16][CH2:17][C:18]([NH:20][CH2:21][C:22]([OH:24])=[O:23])=[O:19])(=[O:15])[CH2:2][CH2:3][CH2:4][CH2:5][CH2:6][CH2:7][CH2:8][CH2:9][CH2:10][CH2:11][CH2:12][CH2:13][CH3:14]. (5) Given the product [C:17]([N:20]1[CH2:21][CH2:22][CH:23]([C:26]([N:28]2[CH2:33][CH2:32][C@@H:31]([N:34]([CH3:35])[C:8]([C:7]3[S:6][C:5]([C:11]4[CH:16]=[CH:15][CH:14]=[CH:13][CH:12]=4)=[N:4][C:3]=3[O:2][CH3:1])=[O:10])[C@H:30]([C:36]3[CH:41]=[CH:40][C:39]([Cl:42])=[C:38]([Cl:43])[CH:37]=3)[CH2:29]2)=[O:27])[CH2:24][CH2:25]1)(=[O:19])[CH3:18], predict the reactants needed to synthesize it. The reactants are: [CH3:1][O:2][C:3]1[N:4]=[C:5]([C:11]2[CH:16]=[CH:15][CH:14]=[CH:13][CH:12]=2)[S:6][C:7]=1[C:8]([OH:10])=O.[C:17]([N:20]1[CH2:25][CH2:24][CH:23]([C:26]([N:28]2[CH2:33][CH2:32][C@@H:31]([NH:34][CH3:35])[C@H:30]([C:36]3[CH:41]=[CH:40][C:39]([Cl:42])=[C:38]([Cl:43])[CH:37]=3)[CH2:29]2)=[O:27])[CH2:22][CH2:21]1)(=[O:19])[CH3:18]. (6) Given the product [NH2:12][CH2:11][C@@H:10]([N:2]([CH3:1])[C:3](=[O:9])[O:4][C:5]([CH3:6])([CH3:8])[CH3:7])[CH2:23][C@H:24]1[CH2:29][CH2:28][CH2:27][O:26][CH2:25]1, predict the reactants needed to synthesize it. The reactants are: [CH3:1][N:2]([C@@H:10]([CH2:23][C@H:24]1[CH2:29][CH2:28][CH2:27][O:26][CH2:25]1)[CH2:11][NH:12]C(OCC1C=CC=CC=1)=O)[C:3](=[O:9])[O:4][C:5]([CH3:8])([CH3:7])[CH3:6].[H][H]. (7) Given the product [CH3:21][N:18]1[CH2:19][CH2:20][N:15]([C:7]2[C:8]3[N:9]([CH:12]=[N:13][N:14]=3)[C:10]3[C:5]([N:6]=2)=[CH:4][CH:3]=[C:2]([CH:24]=[CH2:25])[CH:11]=3)[CH2:16][CH2:17]1, predict the reactants needed to synthesize it. The reactants are: Br[C:2]1[CH:11]=[C:10]2[C:5]([N:6]=[C:7]([N:15]3[CH2:20][CH2:19][N:18]([CH3:21])[CH2:17][CH2:16]3)[C:8]3[N:9]2[CH:12]=[N:13][N:14]=3)=[CH:4][CH:3]=1.[Li+].[Cl-].[CH2:24]([Sn](CCCC)(CCCC)C=C)[CH2:25]CC.CN(C=O)C. (8) Given the product [OH:8][CH2:9][C@@H:10]([N:14]1[CH:23]=[CH:22][C:21]2[C:16](=[CH:17][CH:18]=[CH:19][C:20]=2[NH:24][C:25](=[O:37])[CH2:26][CH:27]2[CH:28]3[CH2:36][CH:32]4[CH2:31][CH:30]([CH2:35][CH:34]2[CH2:33]4)[CH2:29]3)[C:15]1=[O:38])[C:11]([NH2:13])=[O:12], predict the reactants needed to synthesize it. The reactants are: [Si]([O:8][CH2:9][C@@H:10]([N:14]1[CH:23]=[CH:22][C:21]2[C:16](=[CH:17][CH:18]=[CH:19][C:20]=2[NH:24][C:25](=[O:37])[CH2:26][CH:27]2[CH:34]3[CH2:35][CH:30]4[CH2:31][CH:32]([CH2:36][CH:28]2[CH2:29]4)[CH2:33]3)[C:15]1=[O:38])[C:11]([NH2:13])=[O:12])(C(C)(C)C)(C)C.O1CCCC1.[F-].C([N+](CCCC)(CCCC)CCCC)CCC.